Dataset: Peptide-MHC class I binding affinity with 185,985 pairs from IEDB/IMGT. Task: Regression. Given a peptide amino acid sequence and an MHC pseudo amino acid sequence, predict their binding affinity value. This is MHC class I binding data. (1) The peptide sequence is TLYCVHQGI. The MHC is HLA-B45:01 with pseudo-sequence HLA-B45:01. The binding affinity (normalized) is 0.0804. (2) The peptide sequence is RRWCFDGPR. The MHC is HLA-B48:01 with pseudo-sequence HLA-B48:01. The binding affinity (normalized) is 0.0847. (3) The peptide sequence is HSRRSRRSL. The MHC is HLA-A69:01 with pseudo-sequence HLA-A69:01. The binding affinity (normalized) is 0.0847. (4) The peptide sequence is LYNTVCVIW. The MHC is Mamu-B17 with pseudo-sequence Mamu-B17. The binding affinity (normalized) is 0.113. (5) The peptide sequence is KLLNMRDLIV. The MHC is HLA-A02:03 with pseudo-sequence HLA-A02:03. The binding affinity (normalized) is 0.687. (6) The peptide sequence is SQKHFDTWW. The MHC is HLA-A01:01 with pseudo-sequence HLA-A01:01. The binding affinity (normalized) is 0.0847. (7) The peptide sequence is LEACYKRSV. The MHC is HLA-B83:01 with pseudo-sequence HLA-B83:01. The binding affinity (normalized) is 0.213. (8) The peptide sequence is LLPIFFCLWV. The MHC is HLA-A03:01 with pseudo-sequence HLA-A03:01. The binding affinity (normalized) is 0.335. (9) The peptide sequence is SLSEPWRDF. The MHC is HLA-A26:01 with pseudo-sequence HLA-A26:01. The binding affinity (normalized) is 0.0847.